From a dataset of Full USPTO retrosynthesis dataset with 1.9M reactions from patents (1976-2016). Predict the reactants needed to synthesize the given product. (1) Given the product [CH3:26][S:27]([NH:30][C:21](=[O:23])[CH2:20][C@H:17]1[CH2:18][CH2:19][C@H:14]([C:11]2[CH:12]=[CH:13][C:8]([C:5]3[NH:6][N:7]=[C:3]([C:2]([F:25])([F:24])[F:1])[CH:4]=3)=[CH:9][CH:10]=2)[CH2:15][CH2:16]1)(=[O:29])=[O:28], predict the reactants needed to synthesize it. The reactants are: [F:1][C:2]([F:25])([F:24])[C:3]1[NH:7][N:6]=[C:5]([C:8]2[CH:13]=[CH:12][C:11]([C@H:14]3[CH2:19][CH2:18][C@H:17]([CH2:20][C:21]([OH:23])=O)[CH2:16][CH2:15]3)=[CH:10][CH:9]=2)[CH:4]=1.[CH3:26][S:27]([NH2:30])(=[O:29])=[O:28].F[P-](F)(F)(F)(F)F.N1(OC(N(C)C)=[N+](C)C)C2N=CC=CC=2N=N1.C(N(C(C)C)CC)(C)C. (2) Given the product [Cl:1][C:2]1[CH:3]=[C:4]([C@@H:8]([OH:12])[CH2:9][N:10]([CH2:14][CH2:15][C:16]2[CH:21]=[CH:20][C:19]([SH:22])=[CH:18][CH:17]=2)[C:11](=[O:23])[O:13][C:4]([CH3:8])([CH3:5])[CH3:3])[CH:5]=[CH:6][CH:7]=1, predict the reactants needed to synthesize it. The reactants are: [Cl:1][C:2]1[CH:3]=[C:4]([C@H:8]2[O:12][C:11](=[O:13])[N:10]([CH2:14][CH2:15][C:16]3[CH:21]=[CH:20][C:19]([SH:22])=[CH:18][CH:17]=3)[CH2:9]2)[CH:5]=[CH:6][CH:7]=1.[OH-:23].[Na+]. (3) Given the product [CH2:16]([O:15][C:13]([C:8]1[S:7][C:6]([C:4]([O:3][CH2:1][CH3:2])=[O:5])=[C:10]2[C:9]=1[O:12][CH2:19][CH2:18][O:11]2)=[O:14])[CH3:17], predict the reactants needed to synthesize it. The reactants are: [CH2:1]([O:3][C:4]([C:6]1[S:7][C:8]([C:13]([O:15][CH2:16][CH3:17])=[O:14])=[C:9]([OH:12])[C:10]=1[OH:11])=[O:5])[CH3:2].[CH2:18](O)[CH2:19]O.